This data is from Forward reaction prediction with 1.9M reactions from USPTO patents (1976-2016). The task is: Predict the product of the given reaction. (1) Given the reactants Cl.[NH2:2][CH2:3][CH2:4][N:5]([CH3:32])[C:6]([C:8]1[N:9]([CH2:25][C:26]2[CH:31]=[CH:30][CH:29]=[CH:28][CH:27]=2)[C:10]([C:21]([F:24])([F:23])[F:22])=[C:11]([CH3:20])[C:12]=1[C:13]1[CH:18]=[CH:17][C:16]([Cl:19])=[CH:15][CH:14]=1)=[O:7].CCN(CC)CC.[C:40](Cl)(=[O:42])[CH3:41], predict the reaction product. The product is: [C:40]([NH:2][CH2:3][CH2:4][N:5]([CH3:32])[C:6]([C:8]1[N:9]([CH2:25][C:26]2[CH:27]=[CH:28][CH:29]=[CH:30][CH:31]=2)[C:10]([C:21]([F:23])([F:24])[F:22])=[C:11]([CH3:20])[C:12]=1[C:13]1[CH:14]=[CH:15][C:16]([Cl:19])=[CH:17][CH:18]=1)=[O:7])(=[O:42])[CH3:41]. (2) Given the reactants [N:1]([CH:4]1[CH2:23][N:8]2[C:9]3[C:14]([C:15]([CH2:16][C:17]([O:19]CCC)=[O:18])=[C:7]2[CH2:6][CH2:5]1)=[CH:13][CH:12]=[CH:11][CH:10]=3)=[N+:2]=[N-:3].[C:24]([C:26]1[C:35]2[C:30](=[CH:31][CH:32]=[CH:33][CH:34]=2)[CH:29]=[CH:28][CH:27]=1)#[CH:25], predict the reaction product. The product is: [C:26]1([C:24]2[N:3]=[N:2][N:1]([CH:4]3[CH2:23][N:8]4[C:9]5[C:14]([C:15]([CH2:16][C:17]([OH:19])=[O:18])=[C:7]4[CH2:6][CH2:5]3)=[CH:13][CH:12]=[CH:11][CH:10]=5)[CH:25]=2)[C:35]2[C:30](=[CH:31][CH:32]=[CH:33][CH:34]=2)[CH:29]=[CH:28][CH:27]=1. (3) The product is: [C:17]([C:14]1[CH:15]=[CH:16][C:11]([C:9]2[C:8]([C:19]3[NH:23][CH:22]=[CH:21][N:20]=3)=[CH:7][N:6]=[C:5]([NH:4][CH2:3][CH2:2][NH:1][C:30]([C:29]3[CH:33]=[CH:34][CH:35]=[C:27]([N+:24]([O-:26])=[O:25])[CH:28]=3)=[O:31])[N:10]=2)=[CH:12][CH:13]=1)#[N:18]. Given the reactants [NH2:1][CH2:2][CH2:3][NH:4][C:5]1[N:10]=[C:9]([C:11]2[CH:16]=[CH:15][C:14]([C:17]#[N:18])=[CH:13][CH:12]=2)[C:8]([C:19]2[NH:20][CH:21]=[CH:22][N:23]=2)=[CH:7][N:6]=1.[N+:24]([C:27]1[CH:28]=[C:29]([CH:33]=[CH:34][CH:35]=1)[C:30](O)=[O:31])([O-:26])=[O:25].Cl.CN(C)CCCN=C=NCC.O.ON1C2C=CC=CC=2N=N1, predict the reaction product. (4) Given the reactants O[CH2:2][C:3]1[CH:27]=[CH:26][C:6]([O:7][CH2:8][C:9]2[N:10]=[C:11]([C:15]3[CH:16]=[CH:17][C:18]([CH3:25])=[C:19]([CH:24]=3)[C:20]([O:22][CH3:23])=[O:21])[O:12][C:13]=2[CH3:14])=[C:5]([O:28][CH3:29])[CH:4]=1.S(Cl)([Cl:32])=O, predict the reaction product. The product is: [Cl:32][CH2:2][C:3]1[CH:27]=[CH:26][C:6]([O:7][CH2:8][C:9]2[N:10]=[C:11]([C:15]3[CH:16]=[CH:17][C:18]([CH3:25])=[C:19]([CH:24]=3)[C:20]([O:22][CH3:23])=[O:21])[O:12][C:13]=2[CH3:14])=[C:5]([O:28][CH3:29])[CH:4]=1. (5) Given the reactants CCN=C=NCCCN(C)C.C1C=CC2N(O)N=NC=2C=1.[CH:22]1([N:25]2[C:33]3[C:28](=[C:29]([O:37][CH2:38][CH3:39])[CH:30]=[C:31]([C:34]([OH:36])=O)[CH:32]=3)[C:27]([CH3:40])=[CH:26]2)[CH2:24][CH2:23]1.Cl.Cl.[O:43]=[C:44]1[C:58]2[C:53](=[CH:54][CH:55]=[C:56]([C:59]3[CH:60]=[N:61][CH:62]=[C:63]([CH:68]=3)[C:64]([O:66]C)=[O:65])[CH:57]=2)[O:52][C:46]2([CH2:51][CH2:50][NH:49][CH2:48][CH2:47]2)[CH2:45]1, predict the reaction product. The product is: [CH:22]1([N:25]2[C:33]3[C:28](=[C:29]([O:37][CH2:38][CH3:39])[CH:30]=[C:31]([C:34]([N:49]4[CH2:50][CH2:51][C:46]5([CH2:45][C:44](=[O:43])[C:58]6[C:53](=[CH:54][CH:55]=[C:56]([C:59]7[CH:60]=[N:61][CH:62]=[C:63]([CH:68]=7)[C:64]([OH:66])=[O:65])[CH:57]=6)[O:52]5)[CH2:47][CH2:48]4)=[O:36])[CH:32]=3)[C:27]([CH3:40])=[CH:26]2)[CH2:23][CH2:24]1. (6) Given the reactants [CH2:1]([O:4][C:5]([NH:7][C:8]([C:11]1[CH:16]=[CH:15][C:14]([C:17]2[C:22]([Cl:23])=[CH:21][N:20]=[C:19]([NH:24][C:25]3[CH:30]=[CH:29][C:28]([CH2:31][CH2:32]OS(C4C=CC(C)=CC=4)(=O)=O)=[CH:27][CH:26]=3)[N:18]=2)=[CH:13][C:12]=1[F:44])([CH3:10])[CH3:9])=[O:6])[CH:2]=[CH2:3].[NH:45]1[CH:49]=[CH:48][N:47]=[CH:46]1, predict the reaction product. The product is: [CH2:1]([O:4][C:5]([NH:7][C:8]([C:11]1[CH:16]=[CH:15][C:14]([C:17]2[C:22]([Cl:23])=[CH:21][N:20]=[C:19]([NH:24][C:25]3[CH:26]=[CH:27][C:28]([CH2:31][CH2:32][N:45]4[CH:49]=[CH:48][N:47]=[CH:46]4)=[CH:29][CH:30]=3)[N:18]=2)=[CH:13][C:12]=1[F:44])([CH3:10])[CH3:9])=[O:6])[CH:2]=[CH2:3]. (7) Given the reactants Cl[C:2]1[C:11]2[C:6](=[CH:7][CH:8]=[CH:9][CH:10]=2)[N:5]=[C:4]([N:12]2[CH2:18][CH2:17][CH2:16][C:15]3[CH:19]=[CH:20][C:21]([O:23][CH2:24][CH3:25])=[CH:22][C:14]=3[CH2:13]2)[CH:3]=1.[CH2:26]([NH2:29])[CH2:27][NH2:28], predict the reaction product. The product is: [CH2:24]([O:23][C:21]1[CH:20]=[CH:19][C:15]2[CH2:16][CH2:17][CH2:18][N:12]([C:4]3[CH:3]=[C:2]([NH:28][CH2:27][CH2:26][NH2:29])[C:11]4[C:6](=[CH:7][CH:8]=[CH:9][CH:10]=4)[N:5]=3)[CH2:13][C:14]=2[CH:22]=1)[CH3:25].